This data is from Reaction yield outcomes from USPTO patents with 853,638 reactions. The task is: Predict the reaction yield, written as a fraction of the theoretical maximum amount of product (1.0 means a 100% yield; for example, 0.34 means a 34% yield). (1) The reactants are O.ON1C2C=CC=CC=2N=N1.Cl.CN(C)CCCN=C=NCC.[CH3:24][C:25]1([CH3:44])[CH2:38][C:37]2[S:36][C:35]3[C:30](=[CH:31][CH:32]=[C:33]([CH2:39][C:40]([OH:42])=O)[CH:34]=3)[C:29](=[O:43])[C:28]=2[CH2:27][CH2:26]1.[CH2:45]([NH:49][CH3:50])[CH:46]([CH3:48])[CH3:47]. The catalyst is ClCCl. The product is [CH3:44][C:25]1([CH3:24])[CH2:38][C:37]2[S:36][C:35]3[C:30](=[CH:31][CH:32]=[C:33]([CH2:39][C:40]([N:49]([CH2:45][CH:46]([CH3:48])[CH3:47])[CH3:50])=[O:42])[CH:34]=3)[C:29](=[O:43])[C:28]=2[CH2:27][CH2:26]1. The yield is 0.880. (2) The reactants are [C:1]([O:9][C@H:10]([CH2:15][C:16]1[CH:21]=[C:20]([Cl:22])[C:19]([NH2:23])=[C:18]([CH3:24])[C:17]=1[CH2:25][O:26][C:27](=[O:29])[CH3:28])[C:11]([O:13][CH3:14])=[O:12])(=[O:8])[C:2]1[CH:7]=[CH:6][CH:5]=[CH:4][CH:3]=1.C1(C)C=CC=CC=1.C(O)(=O)C.[N:41](OCCC(C)C)=O.C([O-])(=O)C.[K+]. No catalyst specified. The product is [C:1]([O:9][C@H:10]([CH2:15][C:16]1[C:17]([CH2:25][O:26][C:27](=[O:29])[CH3:28])=[C:18]2[C:19](=[C:20]([Cl:22])[CH:21]=1)[NH:23][N:41]=[CH:24]2)[C:11]([O:13][CH3:14])=[O:12])(=[O:8])[C:2]1[CH:7]=[CH:6][CH:5]=[CH:4][CH:3]=1. The yield is 0.880.